From a dataset of Full USPTO retrosynthesis dataset with 1.9M reactions from patents (1976-2016). Predict the reactants needed to synthesize the given product. (1) The reactants are: FC(F)(F)C1C=C(NC(=O)NC2C=CC(C3SC(CCC(O)=O)=NC=3)=CC=2)C=CC=1.[F:31][C:32]1[CH:37]=[CH:36][CH:35]=[CH:34][C:33]=1[NH:38][C:39](=[O:63])[NH:40][C:41]1[CH:46]=[CH:45][C:44]([C:47]2[CH:51]=[CH:50][N:49]([CH:52]3[CH2:57][CH2:56][CH:55]([C:58]([O:60]CC)=[O:59])[CH2:54][CH2:53]3)[N:48]=2)=[CH:43][CH:42]=1. Given the product [F:31][C:32]1[CH:37]=[CH:36][CH:35]=[CH:34][C:33]=1[NH:38][C:39](=[O:63])[NH:40][C:41]1[CH:42]=[CH:43][C:44]([C:47]2[CH:51]=[CH:50][N:49]([CH:52]3[CH2:53][CH2:54][CH:55]([C:58]([OH:60])=[O:59])[CH2:56][CH2:57]3)[N:48]=2)=[CH:45][CH:46]=1, predict the reactants needed to synthesize it. (2) The reactants are: [Br:1][C:2]1[CH:7]=[CH:6][C:5]([C:8](=[O:10])[CH3:9])=[CH:4][CH:3]=1.[Li+].C[Si]([N-][Si](C)(C)C)(C)C.[C:21](Cl)(=[O:25])[CH:22]([CH3:24])[CH3:23]. Given the product [Br:1][C:2]1[CH:7]=[CH:6][C:5]([C:8](=[O:10])[CH2:9][C:21](=[O:25])[CH:22]([CH3:24])[CH3:23])=[CH:4][CH:3]=1, predict the reactants needed to synthesize it. (3) Given the product [Cl:1][C:2]1[C:7]([C:8]2[CH:13]=[CH:12][CH:11]=[CH:10][CH:9]=2)=[C:6]([N:20]([CH3:21])[CH3:19])[N:5]2[N:15]=[C:16]([CH3:18])[N:17]=[C:4]2[N:3]=1, predict the reactants needed to synthesize it. The reactants are: [Cl:1][C:2]1[C:7]([C:8]2[CH:13]=[CH:12][CH:11]=[CH:10][CH:9]=2)=[C:6](Cl)[N:5]2[N:15]=[C:16]([CH3:18])[N:17]=[C:4]2[N:3]=1.[CH3:19][NH:20][CH3:21]. (4) Given the product [CH3:20][C:19]1[N:13]([S:10]([C:7]2[CH:6]=[CH:5][C:4]([N+:1]([O-:3])=[O:2])=[CH:9][CH:8]=2)(=[O:11])=[O:12])[C:15]([CH3:17])=[CH:14][CH:18]=1, predict the reactants needed to synthesize it. The reactants are: [N+:1]([C:4]1[CH:9]=[CH:8][C:7]([S:10]([NH2:13])(=[O:12])=[O:11])=[CH:6][CH:5]=1)([O-:3])=[O:2].[CH2:14]([CH2:18][C:19](=O)[CH3:20])[C:15]([CH3:17])=O.C1(C)C=CC(S(O)(=O)=O)=CC=1.C. (5) Given the product [NH2:1][C:4]1[CH:9]=[CH:8][C:7]([C:10]2([C:15]([O:17][CH2:18][CH3:19])=[O:16])[CH2:14][CH2:13][CH2:12][CH2:11]2)=[CH:6][C:5]=1[O:20][CH2:21][C:22]([F:23])([F:24])[F:25], predict the reactants needed to synthesize it. The reactants are: [N+:1]([C:4]1[CH:9]=[CH:8][C:7]([C:10]2([C:15]([O:17][CH2:18][CH3:19])=[O:16])[CH2:14][CH2:13][CH2:12][CH2:11]2)=[CH:6][C:5]=1[O:20][CH2:21][C:22]([F:25])([F:24])[F:23])([O-])=O. (6) Given the product [CH2:25]([C:22]1[CH:23]=[CH:24][C:19]([C:17]2[N:13]=[N:14][N:15]([C:2]3[CH:3]=[C:4]([CH:10]=[CH:11][CH:12]=3)[C:5]([O:7][CH2:8][CH3:9])=[O:6])[CH:18]=2)=[CH:20][CH:21]=1)[CH3:26], predict the reactants needed to synthesize it. The reactants are: I[C:2]1[CH:3]=[C:4]([CH:10]=[CH:11][CH:12]=1)[C:5]([O:7][CH2:8][CH3:9])=[O:6].[N-:13]=[N+:14]=[N-:15].[Na+].[CH2:17]([C:19]1[CH:24]=[CH:23][C:22]([C:25]#[CH:26])=[CH:21][CH:20]=1)[CH3:18].CNCCNC.O=C1O[C@H]([C@H](CO)O)C([O-])=C1O.[Na+].